Dataset: Experimentally validated miRNA-target interactions with 360,000+ pairs, plus equal number of negative samples. Task: Binary Classification. Given a miRNA mature sequence and a target amino acid sequence, predict their likelihood of interaction. (1) The miRNA is hsa-miR-1271-3p with sequence AGUGCCUGCUAUGUGCCAGGCA. The protein sequence of the target gene is MSLVLLSLAALCRSAVPREPTVQCGSETGPSPEWMLQHDLIPGDLRDLRVEPVTTSVATGDYSILMNVSWVLRADASIRLLKATKICVTGKSNFQSYSCVRCNYTEAFQTQTRPSGGKWTFSYIGFPVELNTVYFIGAHNIPNANMNEDGPSMSVNFTSPGCLDHIMKYKKKCVKAGSLWDPNITACKKNEETVEVNFTTTPLGNRYMALIQHSTIIGFSQVFEPHQKKQTRASVVIPVTGDSEGATVQLTPYFPTCGSDCIRHKGTVVLCPQTGVPFPLDNNKSKPGGWLPLLLLSLLV.... Result: 0 (no interaction). (2) The miRNA is hsa-miR-581 with sequence UCUUGUGUUCUCUAGAUCAGU. The protein sequence of the target gene is MAAVFDLDLETEEGSEGEGEPELSPADACPLAELRAAGLEPVGHYEEVELTETSVNVGPERIGPHCFELLRVLGKGGYGKVFQVRKVQGTNLGKIYAMKVLRKAKIVRNAKDTAHTRAERNILESVKHPFIVELAYAFQTGGKLYLILECLSGGELFTHLEREGIFLEDTACFYLAEITLALGHLHSQGIIYRDLKPENIMLSSQGHIKLTDFGLCKESIHEGAVTHTFCGTIEYMAPEILVRSGHNRAVDWWSLGALMYDMLTGSPPFTAENRKKTMDKIIRGKLALPPYLTPDARDLV.... Result: 0 (no interaction). (3) The miRNA is hsa-miR-6801-3p with sequence ACCCCUGCCACUCACUGGCC. The protein sequence of the target gene is MVMVLSESLSTRGADSIACGTFSRELHTPKKMSQGPTLFSCGIMENDRWRDLDRKCPLQIDQPSTSIWECLPEKDSSLWHREAVTACAVTSLIKDLSISDHNGNPSAPPSKRQCRSLSFSDEMSSCRTSWRPLGSKVWTPVEKRRCYSGGSVQRYSNGFSTMQRSSSFSLPSRANVLSSPCDQAGLHHRFGGQPCQGVPGSAPCGQAGDTWSPDLHPVGGGRLDLQRSLSCSHEQFSFVEYCPPSANSTPASTPELARRSSGLSRSRSQPCVLNDKKVGVKRRRPEEVQEQRPSLDLAKM.... Result: 0 (no interaction). (4) Result: 0 (no interaction). The protein sequence of the target gene is MFESFNVPGLYIAVQAVLALAASWTSRQVGERTLTGIVIDSGDGVTHVIPVAEGYVIGSCIKHIPIAGRDITYFIQQLLREREVGIPPEQSLETAKAIKEKYCYICPDIVKEFAKYDVDPQKWIKQYTGINAINQKKFVIDVGYERFLGPEIFFHPEFANPDSMESISDVVDEVIQNCPIDVRRPLYKMEQIPLSYPQGHGFHPLSPPFH. The miRNA is mmu-miR-547-3p with sequence CUUGGUACAUCUUUGAGUGAG. (5) The miRNA is hsa-miR-1266-3p with sequence CCCUGUUCUAUGCCCUGAGGGA. The protein sequence of the target gene is MSRLLPLLGSRTARSLRPGPAAAPRLPSWCCCGRGLLALGVPGGPRLLGTHPKKEPMEALNTAQGARDFIYSLHSTERSCLLKELHRFESIAIAQEKLEALPPTPGQLRYVFFHNAIPFVGFGFLDNAIMIVAGTQIELSIGIILGISTMAAAALGNLVSDLAGLGLAGYVEALASRLGLSIPDLTPKQVDMWQTRVSTHLGKAVGVTIGCILGMFPLIFFGGSEEDEKLETTN. Result: 0 (no interaction). (6) The miRNA is mmu-miR-423-3p with sequence AGCUCGGUCUGAGGCCCCUCAGU. The protein sequence of the target gene is MQPKVPLGSRKQKPCSDMGDVQRAARSRGSLSAHMLLLLLASITMLLCARGAHGRPTEEDEELVLPSLERAPGHDSTTTRLRLDAFGQQLHLKLQPDSGFLAPGFTLQTVGRSPGSEAQHLDPTGDLAHCFYSGTVNGDPGSAAALSLCEGVRGAFYLQGEEFFIQPAPGVATERLAPAVPEEESSARPQFHILRRRRRGSGGAKCGVMDDETLPTSDSRPESQNTRNQWPVRDPTPQDAGKPSGPGSIRKKRFVSSPRYVETMLVADQSMADFHGSGLKHYLLTLFSVAARFYKHPSIR.... Result: 0 (no interaction). (7) The miRNA is hsa-miR-92a-3p with sequence UAUUGCACUUGUCCCGGCCUGU. The protein sequence of the target gene is MATFISVQLKKTSEVDLAKPLVKFIQQTYPSGGEEQAQYCRAAEELSKLRRAAVGRPLDKHEGALETLLRYYDQICSIEPKFPFSENQICLTFTWKDAFDKGSLFGGSVKLALASLGYEKSCVLFNCAALASQIAAEQNLDNDEGLKIAAKHYQFASGAFLHIKETVLSALSREPTVDISPDTVGTLSLIMLAQAQEVFFLKATRDKMKDAIIAKLANQAADYFGDAFKQCQYKDTLPKEVFPVLAAKHCIMQANAEYHQSILAKQQKKFGEEIARLQHAAELIKTVASRYDEYVNVKDF.... Result: 1 (interaction). (8) The miRNA is hsa-miR-6069 with sequence GGGCUAGGGCCUGCUGCCCCC. The protein sequence of the target gene is MVLDSGTQVYEQAPPRPPAGSPSQHHKLKPSNGNGPPLYPWPESLGMPLALAVPSALQQQTMWQTFSKLHLEQSSHMRRSESTYSVNSTGRRGRGKAPIGRGCDPGGTLRPAASLPHIAKIRKDVGSSSSKSPCMLVALRPTNMDQEREKFFQSHYTYNPQFEYQEPMPMSVLEKYQEASAQFMNQAVGIIEAVLEKFGTYENFEAATGGQLLTKCQIWSTVRKYMQKEGCVGEIVVQLSEDLLSQAVMMVENSRPTLAINLTGARQYWLEGMLRHEIGTHYLRGVNNSRQPWHSTEGRL.... Result: 0 (no interaction). (9) The miRNA is hsa-miR-6867-5p with sequence UGUGUGUGUAGAGGAAGAAGGGA. The protein sequence of the target gene is MERELEALAARLARPAEPPFQALVEAAGGRGQVLLVGELWEREQSRALLRDFARAVFPPEPGAAKPGGAAAEGAGPGAARGAQRAARAAGAAGAAAAAARAIRSPLVFVLCRASSLAAREPRRRLREMLRDVRGRRRAGAALVGVLVAEAGPEDAVAPGLRLLEALLRAVFGRQAGGPVQAAAYCPGLPASCLAVQAAACRALQAAGAGQPVEGAWERPGLPGLLACFSWGPWSRRKNQDVAACRSSAQEDFQEPEEELPLTAIFPNGDCDDLGRGSKACDGVVHTPAEPTGDSR. Result: 0 (no interaction). (10) The miRNA is hsa-miR-6830-5p with sequence CCAAGGAAGGAGGCUGGACAUC. The protein sequence of the target gene is MAGLLALLGPAGRVGARVRPRATWLLGATAPCAPPPLALALLPPRLDARLLRTARGDCRGHQDPSQATGTTGSSVSCTEEKKQSKSQQLKKIFQEYGTVGVSLHIGISLISLGIFYMVVSSGVDMPAILLKLGFKESLVQSKMAAGTSTFVVAYAIHKLFAPVRISITLVSVPLIVRYFRKVGFFKPPAAKP. Result: 0 (no interaction).